From a dataset of Aqueous solubility values for 9,982 compounds from the AqSolDB database. Regression/Classification. Given a drug SMILES string, predict its absorption, distribution, metabolism, or excretion properties. Task type varies by dataset: regression for continuous measurements (e.g., permeability, clearance, half-life) or binary classification for categorical outcomes (e.g., BBB penetration, CYP inhibition). For this dataset (solubility_aqsoldb), we predict Y. (1) The drug is O=C(CBr)Nc1ccc(Cl)cc1C(=O)c1ccccc1Cl. The Y is -6.89 log mol/L. (2) The compound is Fc1cccc(Cl)c1. The Y is -2.35 log mol/L. (3) The molecule is Nc1cc([N+](=O)[O-])cc(S(=O)(=O)O)c1O. The Y is -1.77 log mol/L.